The task is: Predict the product of the given reaction.. This data is from Forward reaction prediction with 1.9M reactions from USPTO patents (1976-2016). (1) Given the reactants Br[C:2]1[CH:7]=[CH:6][C:5]([CH2:8][N:9]([CH2:20][C:21]([F:24])([F:23])[F:22])[S:10]([CH2:13][C:14]2[CH:19]=[CH:18][CH:17]=[CH:16][CH:15]=2)(=[O:12])=[O:11])=[C:4]([F:25])[CH:3]=1.[N:26]1[CH:31]=[CH:30][C:29](B(O)O)=[CH:28][CH:27]=1.C(=O)([O-])[O-].[Na+].[Na+], predict the reaction product. The product is: [F:25][C:4]1[CH:3]=[C:2]([C:29]2[CH:30]=[CH:31][N:26]=[CH:27][CH:28]=2)[CH:7]=[CH:6][C:5]=1[CH2:8][N:9]([CH2:20][C:21]([F:24])([F:23])[F:22])[S:10]([CH2:13][C:14]1[CH:19]=[CH:18][CH:17]=[CH:16][CH:15]=1)(=[O:12])=[O:11]. (2) Given the reactants [NH:1]1[CH2:6][CH2:5][CH2:4][CH2:3][CH2:2]1.CN(C)C=O.F[C:13]1[CH:18]=[CH:17][CH:16]=[CH:15][C:14]=1[N+:19]([O-:21])=[O:20], predict the reaction product. The product is: [N+:19]([C:14]1[CH:15]=[CH:16][CH:17]=[CH:18][C:13]=1[N:1]1[CH2:6][CH2:5][CH2:4][CH2:3][CH2:2]1)([O-:21])=[O:20].